Task: Predict the product of the given reaction.. Dataset: Forward reaction prediction with 1.9M reactions from USPTO patents (1976-2016) (1) Given the reactants Br[CH2:2][C:3]1[C:4]([O:9][CH3:10])=[N:5][CH:6]=[CH:7][CH:8]=1.[C:11]1([C:17]([C:25]2[CH:30]=[CH:29][CH:28]=[CH:27][CH:26]=2)=[N:18][CH2:19][C:20]([O:22][CH2:23][CH3:24])=[O:21])[CH:16]=[CH:15][CH:14]=[CH:13][CH:12]=1.[OH-].[Na+], predict the reaction product. The product is: [C:11]1([C:17]([C:25]2[CH:30]=[CH:29][CH:28]=[CH:27][CH:26]=2)=[N:18][C@H:19]([C:20]([O:22][CH2:23][CH3:24])=[O:21])[CH2:2][C:3]2[C:4]([O:9][CH3:10])=[N:5][CH:6]=[CH:7][CH:8]=2)[CH:12]=[CH:13][CH:14]=[CH:15][CH:16]=1. (2) Given the reactants [C:1]1([CH3:28])[CH:6]=[CH:5][C:4]([C:7]2[NH:11][N:10]=[C:9]([NH:12][CH2:13][CH2:14][NH:15][C:16]3[CH:20]=[C:19]([C:21]4[CH:26]=[CH:25][C:24]([CH3:27])=[CH:23][CH:22]=4)[NH:18][N:17]=3)[CH:8]=2)=[CH:3][CH:2]=1.[ClH:29], predict the reaction product. The product is: [ClH:29].[ClH:29].[C:1]1([CH3:28])[CH:2]=[CH:3][C:4]([C:7]2[NH:11][N:10]=[C:9]([NH:12][CH2:13][CH2:14][NH:15][C:16]3[CH:20]=[C:19]([C:21]4[CH:26]=[CH:25][C:24]([CH3:27])=[CH:23][CH:22]=4)[NH:18][N:17]=3)[CH:8]=2)=[CH:5][CH:6]=1. (3) The product is: [O:7]1[C:8]2[CH:13]=[CH:12][CH:11]=[CH:10][C:9]=2[C:5]([CH2:1][CH2:2][CH:3]=[O:14])=[N:6]1. Given the reactants [CH2:1]([C:5]1[C:9]2[CH:10]=[CH:11][CH:12]=[CH:13][C:8]=2[O:7][N:6]=1)[CH2:2][CH:3]=C.[O:14]1CCOCC1.I([O-])(=O)(=O)=O.[Na+], predict the reaction product. (4) Given the reactants [CH2:1]([C:5]1O[C:7](=[O:15])[C:8]2[CH:14]=[CH:13][N:12]=[CH:11][C:9]=2[N:10]=1)[CH:2]([CH3:4])[CH3:3].[CH2:16]([NH2:23])[C:17]1[CH:22]=[CH:21][CH:20]=[CH:19][CH:18]=1.[OH-].[Na+], predict the reaction product. The product is: [CH2:16]([N:23]1[C:7](=[O:15])[C:8]2[CH:14]=[CH:13][N:12]=[CH:11][C:9]=2[N:10]=[C:5]1[CH2:1][CH:2]([CH3:3])[CH3:4])[C:17]1[CH:22]=[CH:21][CH:20]=[CH:19][CH:18]=1. (5) The product is: [Cl:23][C:24]1[CH:32]=[CH:31][CH:30]=[C:29]([Cl:33])[C:25]=1[C:26]([NH:13][C@H:12]([C:11]([O:10][CH3:9])=[O:22])[CH2:14][C:15]1[CH:16]=[CH:17][C:18]([OH:21])=[CH:19][CH:20]=1)=[O:27]. Given the reactants C(N(CC)CC)C.Cl.[CH3:9][O:10][C:11](=[O:22])[C@H:12]([CH2:14][C:15]1[CH:20]=[CH:19][C:18]([OH:21])=[CH:17][CH:16]=1)[NH2:13].[Cl:23][C:24]1[CH:32]=[CH:31][CH:30]=[C:29]([Cl:33])[C:25]=1[C:26](Cl)=[O:27], predict the reaction product.